From a dataset of Forward reaction prediction with 1.9M reactions from USPTO patents (1976-2016). Predict the product of the given reaction. (1) Given the reactants [NH2:1][C:2]1[CH:3]=[C:4]([NH:16][C:17](=[O:19])[CH3:18])[CH:5]=[CH:6][C:7]=1[NH:8][CH2:9][CH:10]1[CH2:15][CH2:14][CH2:13][CH2:12][CH2:11]1.[CH3:20][C:21]([CH3:26])([CH3:25])[C:22](Cl)=O, predict the reaction product. The product is: [CH:10]1([CH2:9][N:8]2[C:7]3[CH:6]=[CH:5][C:4]([NH:16][C:17](=[O:19])[CH3:18])=[CH:3][C:2]=3[N:1]=[C:20]2[C:21]([CH3:26])([CH3:25])[CH3:22])[CH2:15][CH2:14][CH2:13][CH2:12][CH2:11]1. (2) Given the reactants [CH3:1][C:2]1[NH:3][C:4]2[CH2:5][C:6]([CH3:13])([CH3:12])[CH2:7][C:8](=[O:11])[C:9]=2[CH:10]=1.[O:14]1[CH2:19][CH2:18][N:17]([S:20]([C:23]2[CH:30]=[CH:29][C:26]([CH:27]=[O:28])=[CH:25][CH:24]=2)(=[O:22])=[O:21])[CH2:16][CH2:15]1.[OH-].[Na+], predict the reaction product. The product is: [OH:28][CH:27]([C:26]1[CH:25]=[CH:24][C:23]([S:20]([N:17]2[CH2:18][CH2:19][O:14][CH2:15][CH2:16]2)(=[O:22])=[O:21])=[CH:30][CH:29]=1)[C:10]1[C:9]2[C:8](=[O:11])[CH2:7][C:6]([CH3:13])([CH3:12])[CH2:5][C:4]=2[NH:3][C:2]=1[CH3:1]. (3) The product is: [F:19][C:18]1[CH:17]=[C:16]2[C:11]([CH2:12][CH2:13][NH:14][C:15]2=[O:20])=[CH:10][C:9]=1[NH:7][CH3:6]. Given the reactants C(O[C:6](=O)[N:7]([C:9]1[CH:10]=[C:11]2[C:16](=[CH:17][C:18]=1[F:19])[C:15](=[O:20])[NH:14][CH:13]=[CH:12]2)C)(C)(C)C, predict the reaction product. (4) Given the reactants [NH2:1][C:2]1[S:3][CH:4]=[CH:5][N:6]=1.[CH3:7][N:8]1[C:16]2[C:11](=[CH:12][CH:13]=[C:14]([S:17](OC3C(F)=C(F)C(F)=C(F)C=3F)(=[O:19])=[O:18])[CH:15]=2)[C:10]([C:32]2[CH:37]=[CH:36][C:35]([C:38]([F:41])([F:40])[F:39])=[CH:34][C:33]=2[C:42]2[CH2:47][CH2:46][N:45](C(OC(C)(C)C)=O)[CH2:44][CH:43]=2)=[CH:9]1.[Li+].C[Si]([N-][Si](C)(C)C)(C)C.[C:65]([OH:71])([C:67]([F:70])([F:69])[F:68])=[O:66], predict the reaction product. The product is: [F:68][C:67]([F:70])([F:69])[C:65]([OH:71])=[O:66].[CH3:7][N:8]1[C:16]2[C:11](=[CH:12][CH:13]=[C:14]([S:17]([NH:1][C:2]3[S:3][CH:4]=[CH:5][N:6]=3)(=[O:19])=[O:18])[CH:15]=2)[C:10]([C:32]2[CH:37]=[CH:36][C:35]([C:38]([F:40])([F:39])[F:41])=[CH:34][C:33]=2[C:42]2[CH2:47][CH2:46][NH:45][CH2:44][CH:43]=2)=[CH:9]1. (5) Given the reactants [CH3:1][C:2]1([CH3:20])[C:6]([C:7]2[C:8]([NH2:19])=[CH:9][C:10]([N:13]3[CH2:18][CH2:17][O:16][CH2:15][CH2:14]3)=[N:11][CH:12]=2)=[CH:5][CH2:4][CH2:3]1, predict the reaction product. The product is: [CH3:1][C:2]1([CH3:20])[CH2:3][CH2:4][CH2:5][CH:6]1[C:7]1[C:8]([NH2:19])=[CH:9][C:10]([N:13]2[CH2:14][CH2:15][O:16][CH2:17][CH2:18]2)=[N:11][CH:12]=1. (6) Given the reactants [C:1]([N:4]1[CH2:9][CH2:8][N:7]([C:10]2[N:15]=[C:14]([NH2:16])[CH:13]=[CH:12][N:11]=2)[CH2:6][CH2:5]1)(=[O:3])[CH3:2].[H-].[Na+].Cl[C:20]1[S:21][C:22]([C:25]#[N:26])=[CH:23][N:24]=1, predict the reaction product. The product is: [C:1]([N:4]1[CH2:5][CH2:6][N:7]([C:10]2[N:15]=[C:14]([NH:16][C:20]3[S:21][C:22]([C:25]#[N:26])=[CH:23][N:24]=3)[CH:13]=[CH:12][N:11]=2)[CH2:8][CH2:9]1)(=[O:3])[CH3:2].